This data is from Reaction yield outcomes from USPTO patents with 853,638 reactions. The task is: Predict the reaction yield, written as a fraction of the theoretical maximum amount of product (1.0 means a 100% yield; for example, 0.34 means a 34% yield). (1) The reactants are Cl[S:2]([C:5]1[CH:6]=[C:7]([CH:11]=[CH:12][CH:13]=1)[C:8]([OH:10])=[O:9])(=[O:4])=[O:3].[NH2:14][C:15]1[CH:16]=[C:17]([OH:25])[C:18](=[CH:23][CH:24]=1)[C:19]([O:21][CH3:22])=[O:20]. No catalyst specified. The product is [OH:25][C:17]1[CH:16]=[C:15]([NH:14][S:2]([C:5]2[CH:6]=[C:7]([CH:11]=[CH:12][CH:13]=2)[C:8]([OH:10])=[O:9])(=[O:4])=[O:3])[CH:24]=[CH:23][C:18]=1[C:19]([O:21][CH3:22])=[O:20]. The yield is 0.220. (2) The reactants are [Cl:1][C:2]1[CH:3]=[C:4]([N:12]([CH2:30][CH3:31])[C@H:13]2[CH2:18][CH2:17][C@H:16]([N:19]([CH2:21][C:22]3[CH:27]=[CH:26][CH:25]=[C:24]([O:28][CH3:29])[CH:23]=3)[CH3:20])[CH2:15][CH2:14]2)[C:5]([CH3:11])=[C:6]([CH:10]=1)[C:7]([OH:9])=O.C([N:34]([CH2:37][CH3:38])[CH2:35][CH3:36])C.[CH2:39]1[CH2:43][N:42]([P+](ON2N=NC3C=CC=CC2=3)([N:42]2[CH2:43][CH2:39][CH2:40][CH2:41]2)[N:42]2[CH2:43][CH2:39][CH2:40][CH2:41]2)[CH2:41][CH2:40]1.F[P-](F)(F)(F)(F)F.CS(C)=[O:74]. The catalyst is O. The product is [Cl:1][C:2]1[CH:3]=[C:4]([N:12]([CH2:30][CH3:31])[C@H:13]2[CH2:14][CH2:15][C@H:16]([N:19]([CH2:21][C:22]3[CH:27]=[CH:26][CH:25]=[C:24]([O:28][CH3:29])[CH:23]=3)[CH3:20])[CH2:17][CH2:18]2)[C:5]([CH3:11])=[C:6]([CH:10]=1)[C:7]([NH:42][CH2:41][C:40]1[C:39](=[O:74])[CH:43]=[C:35]([CH3:36])[NH:34][C:37]=1[CH3:38])=[O:9]. The yield is 0.250. (3) The catalyst is C(Cl)Cl. The reactants are CS(O)(=O)=O.[Br:6][C:7]1[CH:8]=[C:9]([F:17])[CH:10]=[C:11]2[C:15]=1[C:14](=[O:16])[CH2:13][CH2:12]2.[N-:18]=[N+]=[N-].[Na+].[OH-].[Na+]. The yield is 0.610. The product is [Br:6][C:7]1[CH:8]=[C:9]([F:17])[CH:10]=[C:11]2[C:15]=1[C:14](=[O:16])[NH:18][CH2:13][CH2:12]2. (4) The catalyst is C(Cl)Cl.C(O)(C(F)(F)F)=O. The yield is 0.280. The product is [F:1][C:2]1[C:3]([CH3:35])=[N:4][C:5]([NH:8][C:9]2[S:10][C:11]3[CH2:17][CH2:16][N:15]([CH2:18][CH2:19][O:20][CH3:21])[C:14]4=[N:22][NH:23][CH:24]=[C:13]4[C:12]=3[N:34]=2)=[N:6][CH:7]=1. The reactants are [F:1][C:2]1[C:3]([CH3:35])=[N:4][C:5]([NH:8][C:9]2[S:10][C:11]3[CH2:17][CH2:16][N:15]([CH2:18][CH2:19][O:20][CH3:21])[C:14]4=[N:22][N:23](CC5C=CC(OC)=CC=5)[CH:24]=[C:13]4[C:12]=3[N:34]=2)=[N:6][CH:7]=1. (5) The reactants are [C:1]([O:4][C@@H:5]1[C@@H:10]([O:11][C:12](=[O:14])[CH3:13])[C@H:9]([O:15][C:16](=[O:18])[CH3:17])[C@@H:8]([CH2:19][O:20][C:21](=[O:23])[CH3:22])[O:7][C:6]1([C:26]1[CH:31]=[CH:30][C:29](Br)=[C:28]([CH2:33][C:34]2[CH:43]=[CH:42][C:37]3[O:38][CH2:39][CH2:40][O:41][C:36]=3[CH:35]=2)[CH:27]=1)[O:24][CH3:25])(=[O:3])[CH3:2].[CH2:44](B(O)O)[CH3:45].[O-]P([O-])([O-])=O.[K+].[K+].[K+].C1(P(C2CCCCC2)C2CCCCC2)CCCCC1. The catalyst is C1(C)C=CC=CC=1.O.CCOC(C)=O.C([O-])(=O)C.[Pd+2].C([O-])(=O)C. The product is [C:1]([O:4][C@@H:5]1[C@@H:10]([O:11][C:12](=[O:14])[CH3:13])[C@H:9]([O:15][C:16](=[O:18])[CH3:17])[C@@H:8]([CH2:19][O:20][C:21](=[O:23])[CH3:22])[O:7][C:6]1([C:26]1[CH:31]=[CH:30][C:29]([CH2:44][CH3:45])=[C:28]([CH2:33][C:34]2[CH:43]=[CH:42][C:37]3[O:38][CH2:39][CH2:40][O:41][C:36]=3[CH:35]=2)[CH:27]=1)[O:24][CH3:25])(=[O:3])[CH3:2]. The yield is 0.900. (6) The reactants are Br[C:2]1[S:20][C:5]2[C:6](=[O:19])[N:7]([C:10]3[C:15]([F:16])=[CH:14][C:13]([F:17])=[CH:12][C:11]=3[F:18])[C:8](=[O:9])[C:4]=2[CH:3]=1.C([Sn](CCCC)(CCCC)[C:26]1[S:30][C:29]([C:31]2[S:32][C:33]([Sn](CCCC)(CCCC)CCCC)=[CH:34][CH:35]=2)=[CH:28][CH:27]=1)CCC. No catalyst specified. The product is [S:20]1[C:2]([C:2]2[S:20][C:5]3[C:6](=[O:19])[N:7]([C:10]4[C:15]([F:16])=[CH:14][C:13]([F:17])=[CH:12][C:11]=4[F:18])[C:8](=[O:9])[C:4]=3[CH:3]=2)=[CH:3][CH:4]=[C:5]1[C:33]1[S:32][C:31]([C:29]2[S:30][C:26]3[C:8](=[O:9])[N:7]([C:10]4[C:15]([F:16])=[CH:14][C:13]([F:17])=[CH:12][C:11]=4[F:18])[C:6](=[O:19])[C:27]=3[CH:28]=2)=[CH:35][CH:34]=1. The yield is 0.510. (7) The yield is 0.680. The reactants are [CH3:1][NH2:2].[O:3]1[C:7]2[CH:8]=[CH:9][C:10]([CH2:12][CH2:13][NH:14][C:15](=[O:18])[CH2:16]Cl)=[CH:11][C:6]=2[O:5][CH2:4]1. The product is [O:3]1[C:7]2[CH:8]=[CH:9][C:10]([CH2:12][CH2:13][NH:14][C:15](=[O:18])[CH2:16][NH:2][CH3:1])=[CH:11][C:6]=2[O:5][CH2:4]1. The catalyst is CCO. (8) The reactants are Cl[C:2]1[C:7]([N+:8]([O-:10])=[O:9])=[CH:6][CH:5]=[C:4]([O:11][CH3:12])[N:3]=1.[NH3:13]. The catalyst is CN(C)C=O.O. The product is [CH3:12][O:11][C:4]1[N:3]=[C:2]([NH2:13])[C:7]([N+:8]([O-:10])=[O:9])=[CH:6][CH:5]=1. The yield is 0.740.